This data is from Reaction yield outcomes from USPTO patents with 853,638 reactions. The task is: Predict the reaction yield, written as a fraction of the theoretical maximum amount of product (1.0 means a 100% yield; for example, 0.34 means a 34% yield). (1) The yield is 0.860. The product is [C:1]([O:5][C:6](=[O:25])[NH:7][C:8]1[CH:13]=[CH:12][CH:11]=[C:10]([O:14][C:15]2[N:20]=[C:19]3[S:21][C:22]([NH:24][C:29]([CH:26]4[CH2:28][CH2:27]4)=[O:30])=[N:23][C:18]3=[CH:17][CH:16]=2)[CH:9]=1)([CH3:4])([CH3:2])[CH3:3]. The catalyst is N1C=CC=CC=1. The reactants are [C:1]([O:5][C:6](=[O:25])[NH:7][C:8]1[CH:13]=[CH:12][CH:11]=[C:10]([O:14][C:15]2[N:20]=[C:19]3[S:21][C:22]([NH2:24])=[N:23][C:18]3=[CH:17][CH:16]=2)[CH:9]=1)([CH3:4])([CH3:3])[CH3:2].[CH:26]1([C:29](Cl)=[O:30])[CH2:28][CH2:27]1.O. (2) The reactants are [BH4-].[Na+].[CH3:3][CH:4]([CH3:16])[C:5](=[O:15])[CH2:6][CH2:7][NH:8][C:9]1[CH:14]=[CH:13][CH:12]=[CH:11][CH:10]=1. The catalyst is CO. The product is [CH3:3][CH:4]([CH3:16])[CH:5]([OH:15])[CH2:6][CH2:7][NH:8][C:9]1[CH:14]=[CH:13][CH:12]=[CH:11][CH:10]=1. The yield is 0.230. (3) The reactants are [CH3:1][O:2][CH2:3][CH2:4][CH2:5][O:6][C:7]1[CH:12]=[CH:11][N:10]=[C:9]([CH2:13][S:14][C:15]2[NH:19][C:18]3[CH:20]=[CH:21][CH:22]=[CH:23][C:17]=3[N:16]=2)[C:8]=1[CH3:24].[OH-:25].[Na+].O. The catalyst is ClCCl. The product is [CH3:1][O:2][CH2:3][CH2:4][CH2:5][O:6][C:7]1[CH:12]=[CH:11][N:10]=[C:9]([CH2:13][S:14]([C:15]2[NH:16][C:17]3[CH:23]=[CH:22][CH:21]=[CH:20][C:18]=3[N:19]=2)=[O:25])[C:8]=1[CH3:24]. The yield is 0.404. (4) The reactants are [CH2:1]([N:8]([CH:12]1[CH2:17][CH2:16][NH:15][CH2:14][CH2:13]1)[C:9](=[O:11])[CH3:10])[C:2]1[CH:7]=[CH:6][CH:5]=[CH:4][CH:3]=1.Cl[C:19]1[N:24]=[CH:23][C:22]([C:25]2[NH:34][C:33](=[O:35])[C:32]3[C:27](=[CH:28][C:29]([O:38][CH3:39])=[CH:30][C:31]=3[O:36][CH3:37])[N:26]=2)=[CH:21][CH:20]=1.C([O-])([O-])=O.[K+].[K+]. The catalyst is CN(C=O)C. The product is [CH2:1]([N:8]([CH:12]1[CH2:17][CH2:16][N:15]([C:19]2[CH:20]=[CH:21][C:22]([C:25]3[NH:34][C:33](=[O:35])[C:32]4[C:27](=[CH:28][C:29]([O:38][CH3:39])=[CH:30][C:31]=4[O:36][CH3:37])[N:26]=3)=[CH:23][N:24]=2)[CH2:14][CH2:13]1)[C:9](=[O:11])[CH3:10])[C:2]1[CH:3]=[CH:4][CH:5]=[CH:6][CH:7]=1. The yield is 0.300. (5) The product is [Br:19][C:4]1[C:3]([O:2][CH3:1])=[CH:11][CH:10]=[C:9]2[C:5]=1[CH2:6][C:7](=[O:14])[NH:8]2. The catalyst is CC(O)(C)C.[Zn]. The yield is 0.260. The reactants are [CH3:1][O:2][C:3]1[CH:4]=[C:5]2[C:9](=[CH:10][CH:11]=1)[NH:8][CH:7]=[CH:6]2.C([OH:14])C.C(O)(=O)C.[Br-:19].[Br-].[Br-].[NH+]1C=CC=CC=1.[NH+]1C=CC=CC=1.[NH+]1C=CC=CC=1. (6) The reactants are [OH:1][C:2]1[CH:9]=[CH:8][CH:7]=[C:6]([O:10][CH3:11])[C:3]=1[CH:4]=O.[C:12](#[N:15])[CH:13]=C.N12CCN(CC1)C[CH2:17]2. The catalyst is CCOCC. The product is [CH3:17][O:1][C:2]1[CH:9]=[CH:8][CH:7]=[C:6]2[C:3]=1[CH:4]=[C:13]([C:12]#[N:15])[CH2:11][O:10]2. The yield is 0.520. (7) The reactants are F[C:2]1[C:7]([N+:8]([O-:10])=[O:9])=[CH:6][C:5]([NH:11][C:12]2[N:17]=[C:16]([C:18]3[C:26]4[C:21](=[CH:22][CH:23]=[CH:24][CH:25]=4)[N:20]([CH3:27])[CH:19]=3)[CH:15]=[CH:14][N:13]=2)=[C:4]([O:28][CH3:29])[CH:3]=1.Cl.Cl.[CH3:32][N:33]1[CH2:40][CH2:39][CH2:38][C:34]21[CH2:37][NH:36][CH2:35]2.CCN(C(C)C)C(C)C. The catalyst is CC(N(C)C)=O. The product is [CH3:29][O:28][C:4]1[CH:3]=[C:2]([N:36]2[CH2:37][C:34]3([N:33]([CH3:32])[CH2:40][CH2:39][CH2:38]3)[CH2:35]2)[C:7]([N+:8]([O-:10])=[O:9])=[CH:6][C:5]=1[NH:11][C:12]1[N:17]=[C:16]([C:18]2[C:26]3[C:21](=[CH:22][CH:23]=[CH:24][CH:25]=3)[N:20]([CH3:27])[CH:19]=2)[CH:15]=[CH:14][N:13]=1. The yield is 0.550. (8) The reactants are [C:1]([O:9]CC)(=O)[CH2:2][C:3]([O:5][CH2:6][CH3:7])=[O:4].[H-].[Na+].[H][H].[CH3:16][N:17]1C(=O)O[C:20](=[O:21])[C:19]2=[CH:25][CH:26]=[CH:27][CH:28]=[C:18]12.Cl. The catalyst is CC(N(C)C)=O. The product is [CH2:6]([O:5][C:3]([C:2]1[C:1](=[O:9])[N:17]([CH3:16])[C:18]2[C:19]([C:20]=1[OH:21])=[CH:25][CH:26]=[CH:27][CH:28]=2)=[O:4])[CH3:7]. The yield is 0.670. (9) The reactants are [Cl:1][C:2]1[CH:7]=[CH:6][C:5]([C:8]2[CH2:9][CH2:10][NH:11][CH2:12][CH:13]=2)=[CH:4][CH:3]=1.C(N(CC)CC)C.[C:21](O[C:21]([O:23][C:24]([CH3:27])([CH3:26])[CH3:25])=[O:22])([O:23][C:24]([CH3:27])([CH3:26])[CH3:25])=[O:22]. The catalyst is CN(C)C=O. The product is [Cl:1][C:2]1[CH:7]=[CH:6][C:5]([C:8]2[CH2:13][CH2:12][N:11]([C:21]([O:23][C:24]([CH3:27])([CH3:26])[CH3:25])=[O:22])[CH2:10][CH:9]=2)=[CH:4][CH:3]=1. The yield is 0.990.